Dataset: Catalyst prediction with 721,799 reactions and 888 catalyst types from USPTO. Task: Predict which catalyst facilitates the given reaction. (1) Reactant: [NH2:1][C@@H:2]1[C:11]2[C:6](=[CH:7][CH:8]=[CH:9][CH:10]=2)[C@H:5]([OH:12])[CH2:4][CH2:3]1.[H-].[Na+].F[C:16]1[CH:17]=[CH:18][C:19]2[N:20]([C:22]([N:25]3[CH2:30][CH2:29][CH:28]([CH2:31][O:32][Si:33]([CH:40]([CH3:42])[CH3:41])([CH:37]([CH3:39])[CH3:38])[CH:34]([CH3:36])[CH3:35])[CH2:27][CH2:26]3)=[N:23][N:24]=2)[CH:21]=1. Product: [CH:40]([Si:33]([CH:34]([CH3:36])[CH3:35])([CH:37]([CH3:39])[CH3:38])[O:32][CH2:31][CH:28]1[CH2:29][CH2:30][N:25]([C:22]2[N:20]3[CH:21]=[C:16]([O:12][C@H:5]4[C:6]5[C:11](=[CH:10][CH:9]=[CH:8][CH:7]=5)[C@@H:2]([NH2:1])[CH2:3][CH2:4]4)[CH:17]=[CH:18][C:19]3=[N:24][N:23]=2)[CH2:26][CH2:27]1)([CH3:41])[CH3:42]. The catalyst class is: 18. (2) Reactant: [BH4-].[Na+].[CH2:3]([N:10]1[C:14]([CH:15]=[O:16])=[C:13]([Cl:17])[N:12]=[C:11]1[C:18]1[CH:23]=[CH:22][C:21]([N+:24]([O-:26])=[O:25])=[CH:20][CH:19]=1)[C:4]1[CH:9]=[CH:8][CH:7]=[CH:6][CH:5]=1. Product: [CH2:3]([N:10]1[C:14]([CH2:15][OH:16])=[C:13]([Cl:17])[N:12]=[C:11]1[C:18]1[CH:19]=[CH:20][C:21]([N+:24]([O-:26])=[O:25])=[CH:22][CH:23]=1)[C:4]1[CH:9]=[CH:8][CH:7]=[CH:6][CH:5]=1. The catalyst class is: 5. (3) Reactant: [CH2:1]([O:3][C:4]([C@@H:6]1[CH2:11][CH2:10][CH2:9][CH2:8][C@@H:7]1[NH:12][C:13](=[O:19])[CH2:14][CH:15]([CH3:18])[CH2:16]Cl)=[O:5])[CH3:2].[I-].[Na+].[H-].[Na+]. Product: [CH2:1]([O:3][C:4]([C@@H:6]1[CH2:11][CH2:10][CH2:9][CH2:8][C@H:7]1[N:12]1[CH2:16][CH:15]([CH3:18])[CH2:14][C:13]1=[O:19])=[O:5])[CH3:2]. The catalyst class is: 3. (4) Reactant: C([Si]([O:8][CH2:9][CH2:10][O:11][CH2:12][C:13]1[CH:18]=[CH:17][C:16]([CH:19]([CH2:21][CH2:22][CH2:23][CH2:24][CH2:25][CH2:26][CH2:27][CH3:28])[CH3:20])=[CH:15][CH:14]=1)(C)C)(C)(C)C.[F-].C([N+](CCCC)(CCCC)CCCC)CCC. Product: [CH3:20][CH:19]([C:16]1[CH:17]=[CH:18][C:13]([CH2:12][O:11][CH2:10][CH2:9][OH:8])=[CH:14][CH:15]=1)[CH2:21][CH2:22][CH2:23][CH2:24][CH2:25][CH2:26][CH2:27][CH3:28]. The catalyst class is: 1.